Dataset: Full USPTO retrosynthesis dataset with 1.9M reactions from patents (1976-2016). Task: Predict the reactants needed to synthesize the given product. (1) Given the product [Cl:13][C:14]1[CH:19]=[CH:18][CH:17]=[CH:16][C:15]=1[O:1][CH2:2][C:3]1[O:7][N:6]=[C:5]([C:8]([O:10][CH2:11][CH3:12])=[O:9])[CH:4]=1, predict the reactants needed to synthesize it. The reactants are: [OH:1][CH2:2][C:3]1[O:7][N:6]=[C:5]([C:8]([O:10][CH2:11][CH3:12])=[O:9])[CH:4]=1.[Cl:13][C:14]1[CH:19]=[CH:18][CH:17]=[CH:16][C:15]=1O.C1(P(C2C=CC=CC=2)C2C=CC=CC=2)C=CC=CC=1.C(N(CC)CC)C.N(C(OC(C)C)=O)=NC(OC(C)C)=O. (2) Given the product [NH2:21][CH:18]1[CH2:19][CH2:20][N:15]([CH2:14][CH2:13][N:10]2[C:11]3[C:6](=[CH:5][CH:4]=[C:3]([O:2][CH3:1])[CH:12]=3)[CH:7]=[CH:8][C:9]2=[O:29])[CH2:16][CH2:17]1, predict the reactants needed to synthesize it. The reactants are: [CH3:1][O:2][C:3]1[CH:12]=[C:11]2[C:6]([CH:7]=[CH:8][C:9](=[O:29])[N:10]2[CH2:13][CH2:14][N:15]2[CH2:20][CH2:19][CH:18]([NH:21]C(=O)OC(C)(C)C)[CH2:17][CH2:16]2)=[CH:5][CH:4]=1.C1(C)C=CC=CC=1.